Predict the product of the given reaction. From a dataset of Forward reaction prediction with 1.9M reactions from USPTO patents (1976-2016). (1) Given the reactants [CH2:1]([O:3][C:4]1[CH:13]=[CH:12][C:7]2[N:8]=[C:9]([NH2:11])[S:10][C:6]=2[CH:5]=1)[CH3:2].[Cl:14][C:15]1[CH:23]=[CH:22][C:18]([C:19](Cl)=[O:20])=[CH:17][CH:16]=1.Br[CH:25]([CH2:30][CH3:31])[C:26]([O:28]C)=[O:27].COC1C=CC2N=C(N)SC=2C=1.ClC1C=C(C=CC=1)C(Cl)=O.BrCC(OCC)=O, predict the reaction product. The product is: [Cl:14][C:15]1[CH:23]=[CH:22][C:18]([C:19]([N:11]=[C:9]2[N:8]([CH:25]([CH2:30][CH3:31])[C:26]([OH:28])=[O:27])[C:7]3[CH:12]=[CH:13][C:4]([O:3][CH2:1][CH3:2])=[CH:5][C:6]=3[S:10]2)=[O:20])=[CH:17][CH:16]=1. (2) Given the reactants C(Cl)(=O)C(Cl)=O.CS(C)=O.[Cl:11][C:12]1[CH:21]=[C:20]2[C:15]([CH2:16][CH2:17][CH2:18][CH:19]2[C:22]2[CH:23]=[C:24]([CH2:27][OH:28])[S:25][CH:26]=2)=[CH:14][CH:13]=1.C(N(CC)CC)C.C([O-])(O)=O.[Na+], predict the reaction product. The product is: [Cl:11][C:12]1[CH:21]=[C:20]2[C:15]([CH2:16][CH2:17][CH2:18][CH:19]2[C:22]2[CH:23]=[C:24]([CH:27]=[O:28])[S:25][CH:26]=2)=[CH:14][CH:13]=1. (3) Given the reactants [Br:1][C:2]1[C:3]([C:7]([CH3:10])([CH3:9])[CH3:8])=[N:4][NH:5][CH:6]=1.[CH2:11]=[O:12], predict the reaction product. The product is: [Br:1][C:2]1[C:3]([C:7]([CH3:10])([CH3:9])[CH3:8])=[N:4][N:5]([CH2:11][OH:12])[CH:6]=1. (4) Given the reactants [Cl:1][C:2]1[CH:7]=[CH:6][C:5]([F:8])=[CH:4][C:3]=1[N:9]1[C:13]([S:14][C:15]2[CH:16]=[N:17][CH:18]=[CH:19][CH:20]=2)=[CH:12][C:11]([CH2:21][N:22]([CH3:30])[C:23](=[O:29])[O:24][C:25]([CH3:28])([CH3:27])[CH3:26])=[N:10]1.C(#N)C.C([O-])([O-])=[O:35].C([O-])([O-])=O.OO.OO.OO.[Na+].[Na+].[Na+].[Na+].[OH2:52], predict the reaction product. The product is: [Cl:1][C:2]1[CH:7]=[CH:6][C:5]([F:8])=[CH:4][C:3]=1[N:9]1[C:13]([S:14]([C:15]2[CH:16]=[N:17][CH:18]=[CH:19][CH:20]=2)(=[O:35])=[O:52])=[CH:12][C:11]([CH2:21][N:22]([CH3:30])[C:23](=[O:29])[O:24][C:25]([CH3:26])([CH3:27])[CH3:28])=[N:10]1. (5) Given the reactants Cl.[CH3:2][O:3][C:4]([C:6]1([C:12]2[CH:17]=[CH:16][C:15]([Cl:18])=[CH:14][CH:13]=2)[CH2:11][CH2:10][NH:9][CH2:8][CH2:7]1)=[O:5].[Cl:19][C:20]1[C:21]([C:30]([F:33])([F:32])[F:31])=[N:22][N:23]([CH2:26][C:27](O)=[O:28])[C:24]=1[CH3:25].F[P-](F)(F)(F)(F)F.N1(O[P+](N(C)C)(N(C)C)N(C)C)C2C=CC=CC=2N=N1, predict the reaction product. The product is: [CH3:2][O:3][C:4]([C:6]1([C:12]2[CH:13]=[CH:14][C:15]([Cl:18])=[CH:16][CH:17]=2)[CH2:7][CH2:8][N:9]([C:27](=[O:28])[CH2:26][N:23]2[C:24]([CH3:25])=[C:20]([Cl:19])[C:21]([C:30]([F:33])([F:32])[F:31])=[N:22]2)[CH2:10][CH2:11]1)=[O:5]. (6) Given the reactants C1(P(C2CCCCC2)C2CCCCC2)CCCCC1.[C:20]([N:23]1[CH2:31][C:30]2[C:25](=[CH:26][CH:27]=[CH:28][C:29]=2Cl)[CH2:24]1)(=[O:22])[CH3:21].CC1(C)C(C)(C)OB(B2OC(C)(C)C(C)(C)O2)O1.[C:51]([O-:54])(=[O:53])[CH3:52].[K+].[NH2:56][C:57]1[N:61]([CH3:62])[C:60](=[O:63])[C:59]([C:70]2[CH:75]=[CH:74][CH:73]=[C:72](Br)[CH:71]=2)([C:64]2[CH:69]=[CH:68][CH:67]=[CH:66][CH:65]=2)[N:58]=1.C(=O)([O-])[O-].[Cs+].[Cs+], predict the reaction product. The product is: [C:51]([OH:54])(=[O:53])[CH3:52].[C:20]([N:23]1[CH2:31][C:30]2[C:25](=[CH:26][CH:27]=[CH:28][C:29]=2[C:74]2[CH:75]=[C:70]([C:59]3([C:64]4[CH:69]=[CH:68][CH:67]=[CH:66][CH:65]=4)[N:58]=[C:57]([NH2:56])[N:61]([CH3:62])[C:60]3=[O:63])[CH:71]=[CH:72][CH:73]=2)[CH2:24]1)(=[O:22])[CH3:21].